Task: Predict the reactants needed to synthesize the given product.. Dataset: Full USPTO retrosynthesis dataset with 1.9M reactions from patents (1976-2016) (1) The reactants are: C(O)(=O)/C=C/C(O)=O.[NH2:9][CH2:10][C@@H:11]([O:18][C:19]1[CH:26]=[C:25]([Cl:27])[C:24]([F:28])=[CH:23][C:20]=1[C:21]#[N:22])[C:12]1[CH:17]=[CH:16][CH:15]=[CH:14][CH:13]=1.Cl.[C:30](=[NH:34])(OC)[CH3:31].C(N(CC)CC)C.Cl. Given the product [ClH:27].[Cl:27][C:25]1[C:24]([F:28])=[CH:23][C:20]([C:21]#[N:22])=[C:19]([CH:26]=1)[O:18][CH:11]([C:12]1[CH:17]=[CH:16][CH:15]=[CH:14][CH:13]=1)[CH2:10][NH:9][C:30](=[NH:34])[CH3:31], predict the reactants needed to synthesize it. (2) The reactants are: [CH:1]([N:4]1[C:8]2[CH:9]=[CH:10][CH:11]=[CH:12][C:7]=2[N:6]([CH2:13][C:14]2[N:18]([CH2:19][CH2:20][CH:21]([CH3:23])[CH3:22])[C:17]3[CH:24]=[CH:25][C:26]([C:28]#[N:29])=[CH:27][C:16]=3[N:15]=2)[C:5]1=[O:30])([CH3:3])[CH3:2].ClCC1N(CCC(C)C)C2C=CC(C#N)=CC=2N=1.C(N1C2C=CC=CC=2NC1=O)(C)=C.[H-].[Na+]. Given the product [C:1]([N:4]1[C:8]2[CH:9]=[CH:10][CH:11]=[CH:12][C:7]=2[N:6]([CH2:13][C:14]2[N:18]([CH2:19][CH2:20][CH:21]([CH3:23])[CH3:22])[C:17]3[CH:24]=[CH:25][C:26]([C:28]#[N:29])=[CH:27][C:16]=3[N:15]=2)[C:5]1=[O:30])([CH3:3])=[CH2:2], predict the reactants needed to synthesize it. (3) The reactants are: [CH:1]([C:3]1[CH:16]=[CH:15][C:6]([CH:7]=[C:8]2[S:12][C:11](=[O:13])[NH:10][C:9]2=[O:14])=[CH:5][CH:4]=1)=O.[Cl:17][C:18]1[CH:19]=[C:20]([C:26]([F:29])([F:28])[F:27])[C:21]([NH2:25])=[C:22]([NH2:24])[CH:23]=1. Given the product [Cl:17][C:18]1[CH:19]=[C:20]([C:26]([F:27])([F:28])[F:29])[C:21]2[NH:25][C:1]([C:3]3[CH:16]=[CH:15][C:6]([CH:7]=[C:8]4[S:12][C:11](=[O:13])[NH:10][C:9]4=[O:14])=[CH:5][CH:4]=3)=[N:24][C:22]=2[CH:23]=1, predict the reactants needed to synthesize it. (4) Given the product [Br:17][CH2:18][C:19]1[CH:24]=[CH:23][C:22]([C:25]([C:27]2[CH:32]=[CH:31][CH:30]=[C:29]([Cl:33])[CH:28]=2)=[O:26])=[CH:21][C:20]=1[Cl:1], predict the reactants needed to synthesize it. The reactants are: [Cl:1]C1C=CC(C(C2C=CC(C)=CC=2)=O)=CC=1.[Br:17][CH2:18][C:19]1[CH:24]=[CH:23][C:22]([C:25]([C:27]2[CH:32]=[CH:31][CH:30]=[C:29]([Cl:33])[CH:28]=2)=[O:26])=[CH:21][CH:20]=1. (5) Given the product [F:17][C:2]([F:1])([F:16])[CH2:3][O:4][C:5]1[CH:6]=[CH:7][C:8]([C:11]([OH:13])=[O:12])=[N:9][CH:10]=1, predict the reactants needed to synthesize it. The reactants are: [F:1][C:2]([F:17])([F:16])[CH2:3][O:4][C:5]1[CH:6]=[CH:7][C:8]([C:11]([O:13]CC)=[O:12])=[N:9][CH:10]=1.[OH-].[Na+]. (6) Given the product [CH3:35][C:31]1[CH:30]=[C:29](/[CH:28]=[CH:27]/[C:24]2[O:25][CH:26]=[C:22]([CH2:21][O:19][C:16]3[CH:15]=[CH:14][C:13]([CH2:12][CH2:11][CH2:10][CH2:9][N:5]4[CH:6]=[CH:7][N:8]=[C:4]4[CH2:3][CH2:2][OH:1])=[CH:18][CH:17]=3)[N:23]=2)[CH:34]=[CH:33][CH:32]=1, predict the reactants needed to synthesize it. The reactants are: [OH:1][CH2:2][CH2:3][C:4]1[N:5]([CH2:9][CH2:10][CH2:11][CH2:12][C:13]2[CH:18]=[CH:17][C:16]([OH:19])=[CH:15][CH:14]=2)[CH:6]=[CH:7][N:8]=1.Cl[CH2:21][C:22]1[N:23]=[C:24](/[CH:27]=[CH:28]/[C:29]2[CH:34]=[CH:33][CH:32]=[C:31]([CH3:35])[CH:30]=2)[O:25][CH:26]=1.